The task is: Predict the reactants needed to synthesize the given product.. This data is from Full USPTO retrosynthesis dataset with 1.9M reactions from patents (1976-2016). (1) Given the product [Cl:14][C:11]1[C:5]([C:6]([O:8][CH2:9][CH3:10])=[O:7])=[C:4]([F:15])[C:3]([CH2:2][NH:1][C:17](=[O:16])[C:18]([CH3:23])([CH3:22])[CH2:19][OH:20])=[CH:13][CH:12]=1, predict the reactants needed to synthesize it. The reactants are: [NH2:1][CH2:2][C:3]1[C:4]([F:15])=[C:5]([C:11]([Cl:14])=[CH:12][CH:13]=1)[C:6]([O:8][CH2:9][CH3:10])=[O:7].[OH:16][CH2:17][C:18]([CH3:23])([CH3:22])[C:19](O)=[O:20].F[P-](F)(F)(F)(F)F.N1(O[P+](N(C)C)(N(C)C)N(C)C)C2C=CC=CC=2N=N1.CCN(C(C)C)C(C)C. (2) Given the product [CH2:21]([NH:20][C:19]([C:15]1[S:14][C:13]([N:10]2[CH:11]=[CH:12][C:7]([CH2:32][CH2:33][C:34]3[CH:39]=[CH:38][CH:37]=[CH:36][CH:35]=3)=[CH:8][C:9]2=[O:29])=[CH:17][C:16]=1[CH3:18])=[O:28])[C:22]1[CH:27]=[CH:26][CH:25]=[CH:24][CH:23]=1, predict the reactants needed to synthesize it. The reactants are: FC(F)(F)S(O[C:7]1[CH:12]=[CH:11][N:10]([C:13]2[S:14][C:15]([C:19](=[O:28])[NH:20][CH2:21][C:22]3[CH:27]=[CH:26][CH:25]=[CH:24][CH:23]=3)=[C:16]([CH3:18])[CH:17]=2)[C:9](=[O:29])[CH:8]=1)(=O)=O.[CH2:32](B(O)O)[CH2:33][C:34]1[CH:39]=[CH:38][CH:37]=[CH:36][CH:35]=1.ClCCl.C(=O)([O-])[O-].[K+].[K+]. (3) Given the product [Cl-:39].[F:1][C:2]1[C:16]([N:17]([CH3:37])[C:18]([C:20]2[N:24]([CH3:25])[N:23]=[C:22]([C:26]([F:32])([F:31])[C:27]([F:30])([F:28])[F:29])[C:21]=2[C:33]([F:34])([F:35])[F:36])=[O:19])=[CH:15][CH:14]=[C:13]([F:38])[C:3]=1[CH2:4][NH3+:5], predict the reactants needed to synthesize it. The reactants are: [F:1][C:2]1[C:16]([N:17]([CH3:37])[C:18]([C:20]2[N:24]([CH3:25])[N:23]=[C:22]([C:26]([F:32])([F:31])[C:27]([F:30])([F:29])[F:28])[C:21]=2[C:33]([F:36])([F:35])[F:34])=[O:19])=[CH:15][CH:14]=[C:13]([F:38])[C:3]=1[CH2:4][NH:5]C(=O)OC(C)(C)C.[ClH:39]. (4) Given the product [C:1]([O:5][C:6]([N:8]1[C@H:13]([CH2:14][N:26]=[N+:27]=[N-:28])[CH2:12][C@@H:11]2[C@H:9]1[CH2:10]2)=[O:7])([CH3:4])([CH3:3])[CH3:2], predict the reactants needed to synthesize it. The reactants are: [C:1]([O:5][C:6]([N:8]1[C@H:13]([CH2:14]OS(C2C=CC(C)=CC=2)(=O)=O)[CH2:12][C@@H:11]2[C@H:9]1[CH2:10]2)=[O:7])([CH3:4])([CH3:3])[CH3:2].[N-:26]=[N+:27]=[N-:28].[Na+]. (5) Given the product [ClH:26].[CH2:1]([C:3]1[S:4][C:5]([CH3:25])=[C:6](/[CH:8]=[CH:9]/[C:10]2[C:11]([OH:21])=[N:12][N:13]([C:15]3[CH:20]=[CH:19][CH:18]=[CH:17][CH:16]=3)[CH:14]=2)[N:7]=1)[CH3:2], predict the reactants needed to synthesize it. The reactants are: [CH2:1]([C:3]1[S:4][C:5]([CH3:25])=[C:6](/[CH:8]=[CH:9]/[C:10]2[C:11]([O:21]COC)=[N:12][N:13]([C:15]3[CH:20]=[CH:19][CH:18]=[CH:17][CH:16]=3)[CH:14]=2)[N:7]=1)[CH3:2].[ClH:26].